From a dataset of Full USPTO retrosynthesis dataset with 1.9M reactions from patents (1976-2016). Predict the reactants needed to synthesize the given product. (1) Given the product [C:1]([O:5][C:6](=[O:7])[NH:8][C:9]1[CH:10]=[CH:11][C:12]([S:15][C:16]2[CH:24]=[CH:23][C:19]([C:20](=[O:22])[NH:47][CH:45]([C:40]3[CH:41]=[CH:42][CH:43]=[CH:44][N:39]=3)[CH3:46])=[CH:18][C:17]=2[NH:25][C:26]2[C:27]3[CH:35]=[CH:34][C:33]([CH:36]([CH3:37])[CH3:38])=[N:32][C:28]=3[N:29]=[CH:30][N:31]=2)=[CH:13][CH:14]=1)([CH3:2])([CH3:4])[CH3:3], predict the reactants needed to synthesize it. The reactants are: [C:1]([O:5][C:6]([NH:8][C:9]1[CH:14]=[CH:13][C:12]([S:15][C:16]2[CH:24]=[CH:23][C:19]([C:20]([OH:22])=O)=[CH:18][C:17]=2[NH:25][C:26]2[C:27]3[CH:35]=[CH:34][C:33]([CH:36]([CH3:38])[CH3:37])=[N:32][C:28]=3[N:29]=[CH:30][N:31]=2)=[CH:11][CH:10]=1)=[O:7])([CH3:4])([CH3:3])[CH3:2].[N:39]1[CH:44]=[CH:43][CH:42]=[CH:41][C:40]=1[CH:45]([NH2:47])[CH3:46]. (2) The reactants are: [CH3:1][C:2]([O:5][C:6]([NH:8][C@H:9]([C:16]([OH:18])=O)[CH2:10][C:11]1[S:15][CH:14]=[CH:13][CH:12]=1)=[O:7])([CH3:4])[CH3:3].CCN(C(C)C)C(C)C.CN(C(ON1N=NC2C=CC=CC1=2)=[N+](C)C)C.[B-](F)(F)(F)F.[NH:50]1[CH2:55][CH2:54][O:53][CH2:52][CH2:51]1.C(=O)(O)[O-].[Na+]. Given the product [N:50]1([C:16](=[O:18])[C@@H:9]([NH:8][C:6](=[O:7])[O:5][C:2]([CH3:1])([CH3:3])[CH3:4])[CH2:10][C:11]2[S:15][CH:14]=[CH:13][CH:12]=2)[CH2:55][CH2:54][O:53][CH2:52][CH2:51]1, predict the reactants needed to synthesize it. (3) Given the product [Cl:6][C:7]1[CH:8]=[C:2]([C@H:1]([OH:5])[CH2:3][OH:15])[CH:12]=[CH:13][CH:14]=1, predict the reactants needed to synthesize it. The reactants are: [C:1]([OH:5])(C)([CH3:3])[CH3:2].[Cl:6][C:7]1[CH:8]=C([CH:12]=[CH:13][CH:14]=1)C=C.[OH2:15]. (4) Given the product [F:43][C:29]([F:28])([F:42])[C:30]1[CH:31]=[CH:32][C:33]([N:36]2[CH2:37][CH2:38][N:39]([C:2]3[N:7]=[C:6]([C:8]([F:11])([F:10])[F:9])[N:5]=[C:4]([C:12]4[CH:13]=[C:14]([S:18]([NH2:21])(=[O:20])=[O:19])[CH:15]=[CH:16][CH:17]=4)[C:3]=3[C:22]3[CH:27]=[CH:26][CH:25]=[CH:24][CH:23]=3)[CH2:40][CH2:41]2)=[N:34][CH:35]=1, predict the reactants needed to synthesize it. The reactants are: Cl[C:2]1[N:7]=[C:6]([C:8]([F:11])([F:10])[F:9])[N:5]=[C:4]([C:12]2[CH:13]=[C:14]([S:18]([NH2:21])(=[O:20])=[O:19])[CH:15]=[CH:16][CH:17]=2)[C:3]=1[C:22]1[CH:27]=[CH:26][CH:25]=[CH:24][CH:23]=1.[F:28][C:29]([F:43])([F:42])[C:30]1[CH:31]=[CH:32][C:33]([N:36]2[CH2:41][CH2:40][NH:39][CH2:38][CH2:37]2)=[N:34][CH:35]=1.Cl. (5) Given the product [F:23][C:24]1[CH:47]=[C:46]([N+:48]([O-:50])=[O:49])[CH:45]=[CH:44][C:25]=1[O:26][C:2]1[CH:7]=[CH:6][N:5]=[C:4]2[CH:8]=[C:9]([C:11]3[N:12]=[CH:13][N:14]([CH2:16][CH2:17][N:18]4[CH2:22][CH2:21][CH2:20][CH2:19]4)[CH:15]=3)[S:10][C:3]=12, predict the reactants needed to synthesize it. The reactants are: Cl[C:2]1[CH:7]=[CH:6][N:5]=[C:4]2[CH:8]=[C:9]([C:11]3[N:12]=[CH:13][N:14]([CH2:16][CH2:17][N:18]4[CH2:22][CH2:21][CH2:20][CH2:19]4)[CH:15]=3)[S:10][C:3]=12.[F:23][C:24]1[CH:47]=[C:46]([N+:48]([O-:50])=[O:49])[CH:45]=[CH:44][C:25]=1[O:26]C1C=CN=C2C=C(C3N=CN(C(C)C)C=3)SC=12. (6) Given the product [C:1]([C:5]1[O:9][N:8]=[C:7]([NH:10][C:11]([NH:13][C:14]2[CH:19]=[CH:18][CH:17]=[C:16]([S:20][C:21]3[C:30]4[C:25](=[CH:26][C:27]([O:41][CH3:42])=[C:28]([O:31][CH2:32][CH2:33][CH2:34][N:35]5[CH2:40][CH2:39][CH:38]([CH2:49][OH:50])[CH2:37][CH2:36]5)[CH:29]=4)[N:24]=[CH:23][N:22]=3)[CH:15]=2)=[O:12])[CH:6]=1)([CH3:4])([CH3:2])[CH3:3], predict the reactants needed to synthesize it. The reactants are: [C:1]([C:5]1[O:9][N:8]=[C:7]([NH:10][C:11]([NH:13][C:14]2[CH:19]=[CH:18][CH:17]=[C:16]([S:20][C:21]3[C:30]4[C:25](=[CH:26][C:27]([O:41][CH3:42])=[C:28]([O:31][CH2:32][CH2:33][CH2:34][N:35]5[CH2:40][CH2:39][CH2:38][CH2:37][CH2:36]5)[CH:29]=4)[N:24]=[CH:23][N:22]=3)[CH:15]=2)=[O:12])[CH:6]=1)([CH3:4])([CH3:3])[CH3:2].N1CCC([CH2:49][OH:50])CC1. (7) Given the product [CH:1]1[C:6]2[C:7]3[CH:13]=[CH:12][CH:11]=[CH:10][C:8]=3[O:9][C:5]=2[CH:4]=[C:3]([C:14]([OH:16])=[O:15])[N:2]=1, predict the reactants needed to synthesize it. The reactants are: [CH:1]1[C:6]2[C:7]3[CH:13]=[CH:12][CH:11]=[CH:10][C:8]=3[O:9][C:5]=2[CH:4]=[C:3]([C:14]([O:16]C)=[O:15])[N:2]=1.[OH-].[Na+]. (8) The reactants are: [P:1](=[O:5])([OH:4])([OH:3])[OH:2].[CH:6]#[C:7][C:8]1[CH:9]=[CH:10][CH:11]=[C:12]([NH:14][C:15]2[N:24]=[CH:23][N:22]=[C:21]3[C:16]=2[CH:17]=[C:18]2[O:34][CH2:33][CH2:32][O:31][CH2:30][CH2:29][O:28][CH2:27][CH2:26][O:25][C:19]2=[CH:20]3)[CH:13]=1. Given the product [CH:6]#[C:7][C:8]1[CH:9]=[CH:10][CH:11]=[C:12]([NH:14][C:15]2[N:24]=[CH:23][N:22]=[C:21]3[C:16]=2[CH:17]=[C:18]2[O:34][CH2:33][CH2:32][O:31][CH2:30][CH2:29][O:28][CH2:27][CH2:26][O:25][C:19]2=[CH:20]3)[CH:13]=1.[P:1]([O-:5])([O-:4])([O-:3])=[O:2], predict the reactants needed to synthesize it. (9) Given the product [Br:1][C:2]1[CH:19]=[CH:18][C:5]2[C:6]([CH:9]([C:11]3[CH:12]=[CH:13][C:14]([Cl:17])=[CH:15][CH:16]=3)[CH2:10][NH:23][CH2:20][CH:21]=[CH2:22])=[N:7][S:8][C:4]=2[CH:3]=1, predict the reactants needed to synthesize it. The reactants are: [Br:1][C:2]1[CH:19]=[CH:18][C:5]2[C:6]([C:9]([C:11]3[CH:16]=[CH:15][C:14]([Cl:17])=[CH:13][CH:12]=3)=[CH2:10])=[N:7][S:8][C:4]=2[CH:3]=1.[CH2:20]([NH2:23])[CH:21]=[CH2:22]. (10) Given the product [Br:1][C:2]1[CH:11]=[CH:10][C:9]([C:12]([F:13])([F:14])[F:15])=[CH:8][C:3]=1[CH2:4][N:5]([CH2:6][CH3:7])[C:16](=[O:23])[C:17]1[CH:22]=[CH:21][CH:20]=[CH:19][CH:18]=1, predict the reactants needed to synthesize it. The reactants are: [Br:1][C:2]1[CH:11]=[CH:10][C:9]([C:12]([F:15])([F:14])[F:13])=[CH:8][C:3]=1[CH2:4][NH:5][CH2:6][CH3:7].[C:16](Cl)(=[O:23])[C:17]1[CH:22]=[CH:21][CH:20]=[CH:19][CH:18]=1.